Task: Predict the reactants needed to synthesize the given product.. Dataset: Full USPTO retrosynthesis dataset with 1.9M reactions from patents (1976-2016) (1) Given the product [CH:8]1([CH2:14][C@H:15]([N:19]2[C:23](=[O:24])[C@H:22]([CH2:25][CH:26]3[CH2:27][CH2:28][CH2:29][CH2:30][CH2:31]3)[NH:21][C:20]2=[O:32])[C:16]([NH:1][C:2]2[CH:7]=[CH:6][CH:5]=[CH:4][N:3]=2)=[O:17])[CH2:9][CH2:10][CH2:11][CH2:12][CH2:13]1, predict the reactants needed to synthesize it. The reactants are: [NH2:1][C:2]1[CH:7]=[CH:6][CH:5]=[CH:4][N:3]=1.[CH:8]1([CH2:14][C@H:15]([N:19]2[C:23](=[O:24])[C@H:22]([CH2:25][CH:26]3[CH2:31][CH2:30][CH2:29][CH2:28][CH2:27]3)[NH:21][C:20]2=[O:32])[C:16](O)=[O:17])[CH2:13][CH2:12][CH2:11][CH2:10][CH2:9]1. (2) The reactants are: [CH3:1][O:2][C:3]1[CH:11]=[C:10]2[C:6]([C:7]([NH2:12])=[N:8][NH:9]2)=[CH:5][CH:4]=1.Br[CH2:14][C:15]([C:17]1[CH:22]=[CH:21][C:20]([O:23][CH3:24])=[CH:19][CH:18]=1)=O. Given the product [CH3:1][O:2][C:3]1[CH:4]=[CH:5][C:6]2[C:7]3[N:8]([CH:14]=[C:15]([C:17]4[CH:22]=[CH:21][C:20]([O:23][CH3:24])=[CH:19][CH:18]=4)[N:12]=3)[NH:9][C:10]=2[CH:11]=1, predict the reactants needed to synthesize it. (3) Given the product [NH2:1][CH2:2][CH:3]1[CH2:8][CH2:7][N:6]([C:9]2[C:10]3[CH:33]=[CH:32][NH:31][C:11]=3[N:12]=[C:13]([NH:15][C:16]3[CH:17]=[CH:18][C:19]([N:22]4[CH2:27][CH2:26][NH:25][CH2:24][CH2:23]4)=[CH:20][CH:21]=3)[N:14]=2)[CH2:5][CH2:4]1.[NH2:1][CH2:2][CH:3]1[CH2:8][CH2:7][N:6]([C:9]2[C:10]3[CH:33]=[CH:32][NH:31][C:11]=3[N:12]=[C:13]([NH:15][C:16]3[CH:17]=[CH:18][C:19]([N:22]4[CH2:23][CH2:24][N:25]([C:28](=[O:30])[CH3:29])[CH2:26][CH2:27]4)=[CH:20][CH:21]=3)[N:14]=2)[CH2:5][CH2:4]1, predict the reactants needed to synthesize it. The reactants are: [NH2:1][CH2:2][CH:3]1[CH2:8][CH2:7][N:6]([C:9]2[C:10]3[CH:33]=[CH:32][N:31](S(C4C=CC(C)=CC=4)(=O)=O)[C:11]=3[N:12]=[C:13]([NH:15][C:16]3[CH:21]=[CH:20][C:19]([N:22]4[CH2:27][CH2:26][N:25]([C:28](=[O:30])[CH3:29])[CH2:24][CH2:23]4)=[CH:18][CH:17]=3)[N:14]=2)[CH2:5][CH2:4]1.[OH-].[K+]. (4) Given the product [CH:1]([C:4]1[CH:9]=[CH:8][CH:7]=[C:6]([CH:10]([CH3:12])[CH3:11])[C:5]=1[N:13]1[CH:17]=[CH:16][N:15]=[C:14]1[C:18]1[CH:23]=[C:22]([OH:24])[CH:21]=[C:20]([C:26]2[CH:27]=[CH:28][CH:29]=[CH:30][CH:31]=2)[CH:19]=1)([CH3:2])[CH3:3], predict the reactants needed to synthesize it. The reactants are: [CH:1]([C:4]1[CH:9]=[CH:8][CH:7]=[C:6]([CH:10]([CH3:12])[CH3:11])[C:5]=1[N:13]1[CH:17]=[CH:16][N:15]=[C:14]1[C:18]1[CH:19]=[C:20]([C:26]2[CH:31]=[CH:30][CH:29]=[CH:28][CH:27]=2)[CH:21]=[C:22]([O:24]C)[CH:23]=1)([CH3:3])[CH3:2].Cl.N1C=CC=CC=1. (5) Given the product [Br:6][C:7]1[CH:8]=[C:9]([CH2:13][C:14]([O:23][CH2:21][CH3:22])=[O:17])[CH:10]=[N:11][CH:12]=1, predict the reactants needed to synthesize it. The reactants are: OS(O)(=O)=O.[Br:6][C:7]1[CH:8]=[C:9]([CH2:13][C:14]#N)[CH:10]=[N:11][CH:12]=1.C(=O)(O)[O-:17].[Na+].[CH2:21]([OH:23])[CH3:22]. (6) Given the product [F:1][C:2]1[CH:3]=[C:4]([C:8]2[CH:13]=[CH:12][C:11]([OH:14])=[C:10]([C:21]3[CH:26]=[N:25][C:24]([C:27]([F:30])([F:28])[F:29])=[CH:23][CH:22]=3)[CH:9]=2)[CH:5]=[CH:6][CH:7]=1, predict the reactants needed to synthesize it. The reactants are: [F:1][C:2]1[CH:3]=[C:4]([C:8]2[CH:13]=[CH:12][C:11]([O:14]COCCOC)=[C:10]([C:21]3[CH:22]=[CH:23][C:24]([C:27]([F:30])([F:29])[F:28])=[N:25][CH:26]=3)[CH:9]=2)[CH:5]=[CH:6][CH:7]=1. (7) Given the product [C:12]([C:10]1[CH:9]=[CH:8][C:7]2[CH2:1][CH2:2][N:3]([C:20]([O:19][C:16]([CH3:18])([CH3:17])[CH3:15])=[O:21])[CH2:4][CH2:5][C:6]=2[CH:11]=1)(=[O:14])[CH3:13], predict the reactants needed to synthesize it. The reactants are: [CH2:1]1[C:7]2[CH:8]=[CH:9][C:10]([C:12](=[O:14])[CH3:13])=[CH:11][C:6]=2[CH2:5][CH2:4][NH:3][CH2:2]1.[CH3:15][C:16]([O:19][C:20](O[C:20]([O:19][C:16]([CH3:18])([CH3:17])[CH3:15])=[O:21])=[O:21])([CH3:18])[CH3:17].C(=O)([O-])[O-].[K+].[K+]. (8) Given the product [OH:33][C:30]([C:26]1[CH:25]=[CH:24][C:23]([NH:1][C:2]2[S:6][C:5]([C:7]3[CH:8]=[N:9][C:10]([N:13]4[CH2:18][CH2:17][O:16][CH2:15][CH2:14]4)=[CH:11][CH:12]=3)=[N:4][C:3]=2[C:19]([NH2:21])=[O:20])=[N:28][C:27]=1[CH3:29])([CH3:32])[CH3:31], predict the reactants needed to synthesize it. The reactants are: [NH2:1][C:2]1[S:6][C:5]([C:7]2[CH:8]=[N:9][C:10]([N:13]3[CH2:18][CH2:17][O:16][CH2:15][CH2:14]3)=[CH:11][CH:12]=2)=[N:4][C:3]=1[C:19]([NH2:21])=[O:20].Cl[C:23]1[N:28]=[C:27]([CH3:29])[C:26]([C:30]([OH:33])([CH3:32])[CH3:31])=[CH:25][CH:24]=1.CC(C1C=C(C(C)C)C(C2C=CC=CC=2P(C2CCCCC2)C2CCCCC2)=C(C(C)C)C=1)C.C(=O)([O-])[O-].[K+].[K+].C(O)(CC)(C)C. (9) The reactants are: [CH:1]1[C:10]2[C:5](=[CH:6][CH:7]=[C:8]([OH:11])[CH:9]=2)[CH:4]=[CH:3][C:2]=1[OH:12].N1C=CC=CC=1.[F:19][C:20]([F:33])([F:32])[S:21](O[S:21]([C:20]([F:33])([F:32])[F:19])(=[O:23])=[O:22])(=[O:23])=[O:22]. Given the product [F:19][C:20]([F:33])([F:32])[S:21]([O:12][C:2]1[CH:3]=[CH:4][C:5]2[C:10](=[CH:9][C:8]([O:11][S:21]([C:20]([F:19])([F:32])[F:33])(=[O:22])=[O:23])=[CH:7][CH:6]=2)[CH:1]=1)(=[O:23])=[O:22], predict the reactants needed to synthesize it. (10) Given the product [Cl:19][C:20]1[C:27]([N+:28]([O-:30])=[O:29])=[CH:26][CH:25]=[CH:24][C:21]=1/[CH:22]=[CH:11]/[C:12]([O:14][C:15]([CH3:16])([CH3:17])[CH3:18])=[O:13], predict the reactants needed to synthesize it. The reactants are: [H-].[Na+].C(OP([CH2:11][C:12]([O:14][C:15]([CH3:18])([CH3:17])[CH3:16])=[O:13])(OCC)=O)C.[Cl:19][C:20]1[C:27]([N+:28]([O-:30])=[O:29])=[CH:26][CH:25]=[CH:24][C:21]=1[CH:22]=O.O.